This data is from Forward reaction prediction with 1.9M reactions from USPTO patents (1976-2016). The task is: Predict the product of the given reaction. (1) Given the reactants Br[C:2]1[CH:7]=[C:6]([C:8]([F:11])([F:10])[F:9])[CH:5]=[CH:4][C:3]=1[C:12]1[C:21]2[C:16](=[CH:17][C:18]([S:22]([NH:25][C:26]3[CH:31]=[CH:30][N:29]=[CH:28][N:27]=3)(=[O:24])=[O:23])=[CH:19][CH:20]=2)[CH:15]=[CH:14][N:13]=1.[CH3:32][N:33]1[CH2:38][CH:37]=[C:36](B2OC(C)(C)C(C)(C)O2)[CH2:35][CH2:34]1.P([O-])([O-])([O-])=O.[K+].[K+].[K+].O1CCOCC1, predict the reaction product. The product is: [CH3:32][N:33]1[CH2:34][CH:35]=[C:36]([C:2]2[CH:7]=[C:6]([C:8]([F:11])([F:10])[F:9])[CH:5]=[CH:4][C:3]=2[C:12]2[C:21]3[C:16](=[CH:17][C:18]([S:22]([NH:25][C:26]4[CH:31]=[CH:30][N:29]=[CH:28][N:27]=4)(=[O:24])=[O:23])=[CH:19][CH:20]=3)[CH:15]=[CH:14][N:13]=2)[CH2:37][CH2:38]1. (2) The product is: [Br:1][C:2]1[CH:7]=[CH:6][N:5]=[C:4]([CH2:8][Cl:12])[CH:3]=1. Given the reactants [Br:1][C:2]1[CH:7]=[CH:6][N:5]=[C:4]([CH2:8]O)[CH:3]=1.O=S(Cl)[Cl:12].C([O-])(O)=O.[Na+], predict the reaction product. (3) Given the reactants [CH3:1][N:2]1[C:7]2=[CH:8][C:9]3[CH2:15][CH2:14][NH:13][CH2:12][CH2:11][C:10]=3[CH:16]=[C:6]2[O:5][CH2:4][C:3]1=[O:17].[Cl:18][CH2:19][CH2:20][CH2:21][S:22][C:23]1[N:27]([CH3:28])[C:26]([C:29]2[O:33][CH:32]=[N:31][C:30]=2[CH3:34])=[N:25][N:24]=1, predict the reaction product. The product is: [ClH:18].[CH3:1][N:2]1[C:7]2=[CH:8][C:9]3[CH2:15][CH2:14][N:13]([CH2:19][CH2:20][CH2:21][S:22][C:23]4[N:27]([CH3:28])[C:26]([C:29]5[O:33][CH:32]=[N:31][C:30]=5[CH3:34])=[N:25][N:24]=4)[CH2:12][CH2:11][C:10]=3[CH:16]=[C:6]2[O:5][CH2:4][C:3]1=[O:17]. (4) Given the reactants [F-].[K+].[CH3:3][N:4]1[C:12]2[C:7](=[CH:8][CH:9]=[CH:10][CH:11]=2)[C:6]([CH2:13][CH:14]([CH3:16])[CH3:15])=[C:5]1[C:17]([NH:19][C@H:20]([C:24]([NH:26][CH:27]([C:36](=[O:39])[CH2:37]Br)[CH2:28][C:29]([O:31][C:32]([CH3:35])([CH3:34])[CH3:33])=[O:30])=[O:25])[CH:21]([CH3:23])[CH3:22])=[O:18].[F:40][C:41]1[C:46]([F:47])=[CH:45][C:44]([F:48])=[C:43]([F:49])[C:42]=1[OH:50], predict the reaction product. The product is: [CH3:3][N:4]1[C:12]2[C:7](=[CH:8][CH:9]=[CH:10][CH:11]=2)[C:6]([CH2:13][CH:14]([CH3:16])[CH3:15])=[C:5]1[C:17]([NH:19][C@H:20]([C:24]([NH:26][CH:27]([C:36](=[O:39])[CH2:37][O:50][C:42]1[C:43]([F:49])=[C:44]([F:48])[CH:45]=[C:46]([F:47])[C:41]=1[F:40])[CH2:28][C:29]([O:31][C:32]([CH3:35])([CH3:34])[CH3:33])=[O:30])=[O:25])[CH:21]([CH3:23])[CH3:22])=[O:18].[CH3:3][N:4]1[C:12]2[C:7](=[CH:8][CH:9]=[CH:10][CH:11]=2)[C:6]([CH2:13][CH:14]([CH3:16])[CH3:15])=[C:5]1[C:17]([NH:19][C@H:20]([C:24]([CH:28]([CH:27]([NH2:26])[C:36](=[O:39])[CH2:37][O:50][C:42]1[C:41]([F:40])=[C:46]([F:47])[CH:45]=[C:44]([F:48])[C:43]=1[F:49])[C:29]([O:31][C:32]([CH3:35])([CH3:33])[CH3:34])=[O:30])=[O:25])[CH:21]([CH3:22])[CH3:23])=[O:18]. (5) Given the reactants [CH2:1]([O:8][C:9]1[CH:18]=[C:17]2[C:12]([C:13]([C:23]3[C:24]([CH3:33])=[C:25]4[C:30](=[CH:31][CH:32]=3)[O:29][CH2:28][CH2:27][CH2:26]4)=[C:14]([CH2:21][OH:22])[N:15]([CH3:20])[C:16]2=[O:19])=[CH:11][CH:10]=1)[C:2]1[CH:7]=[CH:6][CH:5]=[CH:4][CH:3]=1, predict the reaction product. The product is: [CH2:1]([O:8][C:9]1[CH:18]=[C:17]2[C:12]([C:13]([C:23]3[C:24]([CH3:33])=[C:25]4[C:30](=[CH:31][CH:32]=3)[O:29][CH2:28][CH2:27][CH2:26]4)=[C:14]([CH:21]=[O:22])[N:15]([CH3:20])[C:16]2=[O:19])=[CH:11][CH:10]=1)[C:2]1[CH:3]=[CH:4][CH:5]=[CH:6][CH:7]=1. (6) The product is: [CH2:19]([O:18][C:16](=[O:17])[NH:14][C:4]1[CH:5]=[CH:6][C:7]([N:8]2[CH:12]=[C:11]([CH3:13])[N:10]=[N:9]2)=[C:2]([F:1])[CH:3]=1)[C:20]1[CH:25]=[CH:24][CH:23]=[CH:22][CH:21]=1. Given the reactants [F:1][C:2]1[CH:3]=[C:4]([NH2:14])[CH:5]=[CH:6][C:7]=1[N:8]1[CH:12]=[C:11]([CH3:13])[N:10]=[N:9]1.Cl[C:16]([O:18][CH2:19][C:20]1[CH:25]=[CH:24][CH:23]=[CH:22][CH:21]=1)=[O:17], predict the reaction product. (7) Given the reactants CN(C)/[CH:3]=[CH:4]/[C:5](=[C:19]([C:22]#[N:23])[C:20]#[N:21])[C:6]1[CH:15]=[CH:14][C:13]2[C:8](=[CH:9][CH:10]=[C:11]([N:16]([CH3:18])[CH3:17])[CH:12]=2)[CH:7]=1.[CH2:25]([O:27][CH:28]([O:31][CH2:32][CH3:33])[CH2:29][NH2:30])[CH3:26], predict the reaction product. The product is: [CH2:25]([O:27][CH:28]([O:31][CH2:32][CH3:33])[CH2:29][NH:30]/[CH:3]=[CH:4]\[C:5](=[C:19]([C:20]#[N:21])[C:22]#[N:23])[C:6]1[CH:15]=[CH:14][C:13]2[C:8](=[CH:9][CH:10]=[C:11]([N:16]([CH3:17])[CH3:18])[CH:12]=2)[CH:7]=1)[CH3:26]. (8) Given the reactants [N+](=[CH:3][Si](C)(C)C)=[N-].[Cl:8][C:9]1[CH:17]=[C:16]([Cl:18])[C:15]([N+:19]([O-:21])=[O:20])=[CH:14][C:10]=1[C:11]([OH:13])=[O:12].C1(C)C=CC=CC=1.C(O)(=O)C, predict the reaction product. The product is: [Cl:8][C:9]1[CH:17]=[C:16]([Cl:18])[C:15]([N+:19]([O-:21])=[O:20])=[CH:14][C:10]=1[C:11]([O:13][CH3:3])=[O:12]. (9) Given the reactants Cl.[NH2:2][C:3]1[CH:11]=[C:10]([O:12][CH2:13][CH2:14][CH2:15][N:16]2[CH2:20][CH2:19][CH2:18][CH2:17]2)[C:9]([O:21][CH3:22])=[CH:8][C:4]=1[C:5]([NH2:7])=[O:6].[CH3:23]N(C=NC=[N+](C)C)C.[Cl-].C(O)(=O)C.C([O-])(=O)C.[Na+], predict the reaction product. The product is: [OH:6][C:5]1[C:4]2[C:3](=[CH:11][C:10]([O:12][CH2:13][CH2:14][CH2:15][N:16]3[CH2:20][CH2:19][CH2:18][CH2:17]3)=[C:9]([O:21][CH3:22])[CH:8]=2)[N:2]=[CH:23][N:7]=1. (10) Given the reactants [CH:1]1([C:7]([N:9]([CH3:37])[CH2:10][CH2:11][O:12][C:13]2[CH:18]=[CH:17][C:16]([CH2:19][C@H:20]([NH:25][C:26]3[S:27][CH:28]=[C:29]([C:31]4[CH:36]=[CH:35][CH:34]=[CH:33][CH:32]=4)[N:30]=3)[C:21]([O:23]C)=[O:22])=[CH:15][CH:14]=2)=[O:8])[CH2:6][CH2:5][CH2:4][CH2:3][CH2:2]1.[Li+].[OH-].O, predict the reaction product. The product is: [CH:1]1([C:7]([N:9]([CH3:37])[CH2:10][CH2:11][O:12][C:13]2[CH:18]=[CH:17][C:16]([CH2:19][C@H:20]([NH:25][C:26]3[S:27][CH:28]=[C:29]([C:31]4[CH:36]=[CH:35][CH:34]=[CH:33][CH:32]=4)[N:30]=3)[C:21]([OH:23])=[O:22])=[CH:15][CH:14]=2)=[O:8])[CH2:6][CH2:5][CH2:4][CH2:3][CH2:2]1.